Dataset: Full USPTO retrosynthesis dataset with 1.9M reactions from patents (1976-2016). Task: Predict the reactants needed to synthesize the given product. Given the product [O:1]=[S:2]1(=[O:16])[C:8]2[CH:9]=[CH:10][CH:11]=[CH:12][C:7]=2[CH2:6][N:5](/[C:13](=[N:22]/[C:23]2[CH:30]=[CH:29][C:28]([CH3:31])=[CH:27][C:24]=2[C:25]#[N:26])/[CH3:14])[CH2:4][CH2:3]1, predict the reactants needed to synthesize it. The reactants are: [O:1]=[S:2]1(=[O:16])[C:8]2[CH:9]=[CH:10][CH:11]=[CH:12][C:7]=2[CH2:6][N:5]([C:13](=O)[CH3:14])[CH2:4][CH2:3]1.P(Cl)(Cl)(Cl)=O.[NH2:22][C:23]1[CH:30]=[CH:29][C:28]([CH3:31])=[CH:27][C:24]=1[C:25]#[N:26].C(=O)(O)[O-].[Na+].